This data is from Forward reaction prediction with 1.9M reactions from USPTO patents (1976-2016). The task is: Predict the product of the given reaction. (1) Given the reactants CO[CH:3](OC)[CH2:4][CH:5](OC)OC.[C:12]([C:15]1[CH:20]=[CH:19][N:18]=[CH:17][CH:16]=1)(=O)[CH3:13].C(O)(=O)C.C([O-])(=O)C.[NH4+:29].[OH-].[Na+], predict the reaction product. The product is: [N:29]1[CH:5]=[CH:4][CH:3]=[CH:13][C:12]=1[C:15]1[CH:20]=[CH:19][N:18]=[CH:17][CH:16]=1. (2) Given the reactants C(OC(=O)[CH:5]([C:16]1[N:17]([C:21]2[C:26]([Br:27])=[CH:25][CH:24]=[CH:23][N:22]=2)[N:18]=[CH:19][CH:20]=1)[C:6]1[CH:11]([CH2:12][CH2:13][CH3:14])[N:10]([OH:15])[CH:9]=[CH:8][N:7]=1)C.C([O-])(O)=O.[Na+], predict the reaction product. The product is: [Br:27][C:26]1[C:21]([N:17]2[C:16]([CH2:5][C:6]3[CH:11]([CH2:12][CH2:13][CH3:14])[N:10]([OH:15])[CH:9]=[CH:8][N:7]=3)=[CH:20][CH:19]=[N:18]2)=[N:22][CH:23]=[CH:24][CH:25]=1. (3) Given the reactants C[O:2][C:3]([C@@H:5]1[C@H:9]([OH:10])[CH2:8][CH2:7][N:6]1[S:11](=[O:24])(=[O:23])[NH:12][C:13]1[CH:18]=[CH:17][C:16]([C:19]#[N:20])=[C:15]([Cl:21])[C:14]=1[CH3:22])=O.C1CCC(N=C=NC2CCCCC2)CC1.[N+](C1C=CC=CC=1O)([O-])=O, predict the reaction product. The product is: [OH:10][C@@H:9]1[CH2:8][CH2:7][N:6]2[C@@H:5]1[C:3](=[O:2])[N:12]([C:13]1[CH:18]=[CH:17][C:16]([C:19]#[N:20])=[C:15]([Cl:21])[C:14]=1[CH3:22])[S:11]2(=[O:24])=[O:23]. (4) Given the reactants [CH3:1][O:2][C:3]1[C:13]2[C:14]3[C:6]([CH2:7][CH:8]([O:15][Si](OC(C)(C)C)(C)C)[C:9]=3[CH:10]=[CH:11][CH:12]=2)=[CH:5][CH:4]=1.[F-].C([N+](CCCC)(CCCC)CCCC)CCC.[Cl-].[NH4+], predict the reaction product. The product is: [CH3:1][O:2][C:3]1[C:13]2[C:14]3[C:6]([CH2:7][CH:8]([OH:15])[C:9]=3[CH:10]=[CH:11][CH:12]=2)=[CH:5][CH:4]=1. (5) Given the reactants [CH2:1]([P:5]([CH2:10][CH2:11][CH2:12][CH3:13])[CH2:6][CH2:7][CH2:8][CH3:9])[CH2:2][CH2:3][CH3:4].Cl.[C:15]1([B-:21]([C:34]2[CH:39]=[CH:38][CH:37]=[CH:36][CH:35]=2)([C:28]2[CH:33]=[CH:32][CH:31]=[CH:30][CH:29]=2)[C:22]2[CH:27]=[CH:26][CH:25]=[CH:24][CH:23]=2)[CH:20]=[CH:19][CH:18]=[CH:17][CH:16]=1.[Na+], predict the reaction product. The product is: [C:34]1([B-:21]([C:15]2[CH:16]=[CH:17][CH:18]=[CH:19][CH:20]=2)([C:22]2[CH:23]=[CH:24][CH:25]=[CH:26][CH:27]=2)[C:28]2[CH:33]=[CH:32][CH:31]=[CH:30][CH:29]=2)[CH:35]=[CH:36][CH:37]=[CH:38][CH:39]=1.[CH2:10]([PH+:5]([CH2:1][CH2:2][CH2:3][CH3:4])[CH2:6][CH2:7][CH2:8][CH3:9])[CH2:11][CH2:12][CH3:13].